Dataset: Cav3 T-type calcium channel HTS with 100,875 compounds. Task: Binary Classification. Given a drug SMILES string, predict its activity (active/inactive) in a high-throughput screening assay against a specified biological target. (1) The molecule is FC(F)(F)c1c(C2=NOC(C2)C(=O)NCc2c(cccc2)C(F)(F)F)cccc1. The result is 0 (inactive). (2) The molecule is ON1C2C(N(O)C1(C)C)CCCC2. The result is 0 (inactive). (3) The compound is O(C(=O)c1c(n2c(ccc2)C(=O)C(=O)Nc2ccccc2)n(nc1)c1ccccc1)CC. The result is 1 (active). (4) The compound is s1c(nnc1NC(=O)c1c(OC)cc(OC)cc1)CC. The result is 0 (inactive).